This data is from Forward reaction prediction with 1.9M reactions from USPTO patents (1976-2016). The task is: Predict the product of the given reaction. (1) Given the reactants ClC1C=C(O)C2C(C)=C(CC3C=CC(Cl)=CC=3)C(C)=NC=2C=1.ClC1C=C(O)C=C2C=1C(C)=C(CC1C=CC(Cl)=CC=1)C(C)=N2.C1C=CC(N(S(C(F)(F)F)(=O)=O)S(C(F)(F)F)(=O)=O)=CC=1.C(=O)([O-])[O-].[K+].[K+].[Cl:72][C:73]1[CH:82]=[C:81]([O:83][S:84]([C:87]([F:90])([F:89])[F:88])(=[O:86])=[O:85])[CH:80]=[C:79]2[C:74]=1[C:75]([CH3:100])=[C:76]([CH2:92][C:93]1[CH:98]=[CH:97][C:96]([Cl:99])=[CH:95][CH:94]=1)[C:77]([CH3:91])=[N:78]2, predict the reaction product. The product is: [Cl:72][C:73]1[CH:74]=[C:79]2[C:80]([C:75]([CH3:100])=[C:76]([CH2:92][C:93]3[CH:98]=[CH:97][C:96]([Cl:99])=[CH:95][CH:94]=3)[C:77]([CH3:91])=[N:78]2)=[C:81]([O:83][S:84]([C:87]([F:89])([F:90])[F:88])(=[O:85])=[O:86])[CH:82]=1. (2) Given the reactants [C:1]([CH2:6][C:7]([O:9][CH2:10][CH3:11])=[O:8])(=[O:5])[CH2:2][CH2:3][CH3:4].C(OCC)(=O)CC(C)=O, predict the reaction product. The product is: [OH:5][CH:1]([CH2:2][CH2:3][CH3:4])[CH2:6][C:7]([O:9][CH2:10][CH3:11])=[O:8]. (3) Given the reactants [F:1][C:2]1([F:33])[CH2:7][CH2:6][CH:5]([NH:8][C:9]([C:11]2[N:12]=[C:13]([C:25]3[CH:30]=[CH:29][C:28]([Cl:31])=[CH:27][C:26]=3[Cl:32])[N:14]([C:18]3[CH:23]=[CH:22][C:21]([OH:24])=[CH:20][CH:19]=3)[C:15]=2[CH2:16][OH:17])=[O:10])[CH2:4][CH2:3]1.C(N(CC)CC)C.[F:41][C:42]([F:50])([F:49])[CH2:43][CH2:44][S:45](Cl)(=[O:47])=[O:46], predict the reaction product. The product is: [Cl:32][C:26]1[CH:27]=[C:28]([Cl:31])[CH:29]=[CH:30][C:25]=1[C:13]1[N:14]([C:18]2[CH:19]=[CH:20][C:21]([O:24][S:45]([CH2:44][CH2:43][C:42]([F:50])([F:49])[F:41])(=[O:47])=[O:46])=[CH:22][CH:23]=2)[C:15]([CH2:16][OH:17])=[C:11]([C:9](=[O:10])[NH:8][CH:5]2[CH2:4][CH2:3][C:2]([F:1])([F:33])[CH2:7][CH2:6]2)[N:12]=1. (4) Given the reactants [CH3:1][O:2][C:3]1[C:8]2[N:9]=[C:10]([NH:12][C:13]([N:15]3[CH2:20][CH2:19][CH:18]([CH2:21][OH:22])[CH2:17][CH2:16]3)=[O:14])[S:11][C:7]=2[C:6]([N:23]2[CH2:28][CH2:27][O:26][CH2:25][CH2:24]2)=[CH:5][CH:4]=1.C(N(C(C)C)C(C)C)C.[CH3:38][S:39](Cl)(=[O:41])=[O:40], predict the reaction product. The product is: [CH3:1][O:2][C:3]1[C:8]2[N:9]=[C:10]([NH:12][C:13]([N:15]3[CH2:20][CH2:19][CH:18]([CH2:21][O:22][S:39]([CH3:38])(=[O:41])=[O:40])[CH2:17][CH2:16]3)=[O:14])[S:11][C:7]=2[C:6]([N:23]2[CH2:28][CH2:27][O:26][CH2:25][CH2:24]2)=[CH:5][CH:4]=1. (5) Given the reactants [C:1]([O:5][C:6]([N:8]1[CH2:13][CH2:12][NH:11][CH:10]([C:14]([OH:16])=[O:15])[CH2:9]1)=[O:7])([CH3:4])([CH3:3])[CH3:2].C(=O)(O)[O-].[Na+].Cl[C:23]([O:25][CH2:26][C:27]1[CH:32]=[CH:31][CH:30]=[CH:29][CH:28]=1)=[O:24], predict the reaction product. The product is: [C:1]([O:5][C:6]([N:8]1[CH2:13][CH2:12][N:11]([C:23]([O:25][CH2:26][C:27]2[CH:32]=[CH:31][CH:30]=[CH:29][CH:28]=2)=[O:24])[CH:10]([C:14]([OH:16])=[O:15])[CH2:9]1)=[O:7])([CH3:4])([CH3:2])[CH3:3]. (6) Given the reactants Cl.[CH3:2][O:3][C:4](=[O:10])[CH:5]([CH:7]([CH3:9])[CH3:8])[NH2:6].[CH2:11]([O:15][C:16]1[CH:21]=[CH:20][C:19]([S:22](Cl)(=[O:24])=[O:23])=[CH:18][CH:17]=1)[C:12]#[C:13][CH3:14], predict the reaction product. The product is: [CH3:2][O:3][C:4](=[O:10])[CH:5]([NH:6][S:22]([C:19]1[CH:18]=[CH:17][C:16]([O:15][CH2:11][C:12]#[C:13][CH3:14])=[CH:21][CH:20]=1)(=[O:24])=[O:23])[CH:7]([CH3:9])[CH3:8]. (7) Given the reactants [CH:1]1([CH2:4][NH:5][C:6]([C:8]2[NH:9][CH:10]=[C:11]([C:13]([C:15]3[C:16]([C:21]4[CH:26]=[CH:25][C:24]([F:27])=[CH:23][CH:22]=4)=[N:17][O:18][C:19]=3[CH3:20])=[O:14])[CH:12]=2)=[O:7])[CH2:3][CH2:2]1.[F:28]C1C=C(C2C(C(C3C=C(C(=O)C(Cl)(Cl)Cl)NC=3)=O)=C(C)ON=2)C=CC=1F.C1(CN)CC1, predict the reaction product. The product is: [CH:1]1([CH2:4][NH:5][C:6]([C:8]2[NH:9][CH:10]=[C:11]([C:13]([C:15]3[C:16]([C:21]4[CH:22]=[CH:23][C:24]([F:27])=[C:25]([F:28])[CH:26]=4)=[N:17][O:18][C:19]=3[CH3:20])=[O:14])[CH:12]=2)=[O:7])[CH2:3][CH2:2]1. (8) Given the reactants [N:1]1[CH:6]=[CH:5][CH:4]=[CH:3][C:2]=1[C:7]1[N:11]=[C:10]([C:12]2[CH:17]=[C:16](Br)[CH:15]=[CH:14][C:13]=2[F:19])[O:9][N:8]=1.B1([C:26]2[CH:31]=[CH:30][CH:29]=[N:28][CH:27]=2)OCCCO1.C(=O)([O-])[O-].[Na+].[Na+], predict the reaction product. The product is: [N:1]1[CH:6]=[CH:5][CH:4]=[CH:3][C:2]=1[C:7]1[N:11]=[C:10]([C:12]2[CH:17]=[C:16]([C:26]3[CH:27]=[N:28][CH:29]=[CH:30][CH:31]=3)[CH:15]=[CH:14][C:13]=2[F:19])[O:9][N:8]=1. (9) Given the reactants [NH2:1][OH:2].[CH3:3][C:4]1[CH:11]=[CH:10][C:7]([C:8]#[N:9])=[CH:6][N:5]=1, predict the reaction product. The product is: [OH:2][N:1]=[C:8]([NH2:9])[C:7]1[CH:10]=[CH:11][C:4]([CH3:3])=[N:5][CH:6]=1. (10) Given the reactants [Cl:1][C:2]1[CH:7]=[CH:6][C:5]([CH:8]=[O:9])=[CH:4][C:3]=1[NH:10][S:11]([C:14]1[CH:19]=[CH:18][C:17]([O:20][CH3:21])=[C:16]([O:22][CH3:23])[CH:15]=1)(=[O:13])=[O:12].C[Li].[CH3:26]COCC, predict the reaction product. The product is: [Cl:1][C:2]1[CH:7]=[CH:6][C:5]([CH:8]([OH:9])[CH3:26])=[CH:4][C:3]=1[NH:10][S:11]([C:14]1[CH:19]=[CH:18][C:17]([O:20][CH3:21])=[C:16]([O:22][CH3:23])[CH:15]=1)(=[O:13])=[O:12].